Predict which catalyst facilitates the given reaction. From a dataset of Catalyst prediction with 721,799 reactions and 888 catalyst types from USPTO. (1) Reactant: C(OC([N:8]1[CH:13]2[CH2:14][CH2:15][CH:9]1[CH2:10][C:11]([OH:22])([C:16]1[CH:17]=[N:18][CH:19]=[N:20][CH:21]=1)[CH2:12]2)=O)(C)(C)C.C(Cl)[Cl:24]. Product: [ClH:24].[N:18]1[CH:17]=[C:16]([C:11]2([OH:22])[CH2:12][CH:13]3[NH:8][CH:9]([CH2:15][CH2:14]3)[CH2:10]2)[CH:21]=[N:20][CH:19]=1. The catalyst class is: 89. (2) Reactant: [CH3:1][C:2]1[CH:10]=[C:9]([CH3:11])[C:8]2[N:7]([S:12]([C:15]3[CH:21]=[CH:20][C:18]([CH3:19])=[CH:17][CH:16]=3)(=[O:14])=[O:13])[CH:6]=[CH:5][C:4]=2[C:3]=1[CH:22]=[O:23].CO.[BH4-].[Na+]. Product: [CH3:1][C:2]1[C:3]([CH2:22][OH:23])=[C:4]2[C:8](=[C:9]([CH3:11])[CH:10]=1)[N:7]([S:12]([C:15]1[CH:21]=[CH:20][C:18]([CH3:19])=[CH:17][CH:16]=1)(=[O:14])=[O:13])[CH:6]=[CH:5]2. The catalyst class is: 1. (3) Reactant: [C:1]1([Si:7]([C:10]2[CH:15]=[CH:14][CH:13]=[CH:12][CH:11]=2)([OH:9])[OH:8])[CH:6]=[CH:5][CH:4]=[CH:3][CH:2]=1.[CH3:16][Si:17]([O:22][CH3:23])([O:20][CH3:21])OC. Product: [CH3:23][O:22][Si:17]([O:20][CH3:21])([CH3:16])[O:8][Si:7]([C:10]1[CH:15]=[CH:14][CH:13]=[CH:12][CH:11]=1)([C:1]1[CH:2]=[CH:3][CH:4]=[CH:5][CH:6]=1)[O:9][Si:17]([O:22][CH3:23])([O:20][CH3:21])[CH3:16]. The catalyst class is: 7.